This data is from Catalyst prediction with 721,799 reactions and 888 catalyst types from USPTO. The task is: Predict which catalyst facilitates the given reaction. (1) Reactant: [F:1][C:2]1[CH:7]=[CH:6][C:5]([C:8]2[NH:12][CH:11]=[C:10]([C:13]([O:15]C)=[O:14])[C:9]=2[CH3:17])=[C:4]([C:18]([F:21])([F:20])[F:19])[CH:3]=1.[OH-].[Na+].Cl. Product: [F:1][C:2]1[CH:7]=[CH:6][C:5]([C:8]2[NH:12][CH:11]=[C:10]([C:13]([OH:15])=[O:14])[C:9]=2[CH3:17])=[C:4]([C:18]([F:21])([F:19])[F:20])[CH:3]=1. The catalyst class is: 125. (2) Reactant: [CH:1](=O)[CH3:2].[NH2:4][C:5]1[S:20][C:8]2[CH2:9][N:10]([C:13]([O:15][C:16]([CH3:19])([CH3:18])[CH3:17])=[O:14])[CH2:11][CH2:12][C:7]=2[C:6]=1[C:21]1[S:22][C:23]2[CH:29]=[CH:28][CH:27]=[CH:26][C:24]=2[N:25]=1.C(O)(=O)C.C(O[BH-](OC(=O)C)OC(=O)C)(=O)C.[Na+]. Product: [S:22]1[C:23]2[CH:29]=[CH:28][CH:27]=[CH:26][C:24]=2[N:25]=[C:21]1[C:6]1[C:7]2[CH2:12][CH2:11][N:10]([C:13]([O:15][C:16]([CH3:17])([CH3:18])[CH3:19])=[O:14])[CH2:9][C:8]=2[S:20][C:5]=1[NH:4][CH2:1][CH3:2]. The catalyst class is: 4. (3) Reactant: [C:1]1([C:7]2[N:12]=[C:11]([C:13](=O)[CH2:14][CH3:15])[CH:10]=[CH:9][C:8]=2[C:17]2[CH:22]=[CH:21][C:20]([C:23]([F:26])([F:25])[F:24])=[CH:19][CH:18]=2)[CH:6]=[CH:5][CH:4]=[CH:3][CH:2]=1.[NH2:27][O:28][CH3:29].Cl.N1C=CC=CC=1. Product: [CH3:29][O:28][N:27]=[C:13]([C:11]1[CH:10]=[CH:9][C:8]([C:17]2[CH:22]=[CH:21][C:20]([C:23]([F:24])([F:25])[F:26])=[CH:19][CH:18]=2)=[C:7]([C:1]2[CH:2]=[CH:3][CH:4]=[CH:5][CH:6]=2)[N:12]=1)[CH2:14][CH3:15]. The catalyst class is: 14. (4) Reactant: Cl[C:2]1[C:11]2[C:6](=[CH:7][C:8]([O:14][CH3:15])=[C:9]([O:12][CH3:13])[CH:10]=2)[N:5]=[CH:4][CH:3]=1.[CH3:16][C:17]1[C:22]([OH:23])=[CH:21][CH:20]=[CH:19][N:18]=1. Product: [CH3:13][O:12][C:9]1[CH:10]=[C:11]2[C:6](=[CH:7][C:8]=1[O:14][CH3:15])[N:5]=[CH:4][CH:3]=[C:2]2[O:23][C:22]1[C:17]([CH3:16])=[N:18][CH:19]=[CH:20][CH:21]=1. The catalyst class is: 420. (5) Reactant: [CH3:1][O:2][CH2:3][C@@H:4]1[CH2:8][CH2:7][CH2:6][NH:5]1.C(N(C(C)C)CC)(C)C.Cl[C:19]1[N:24]([CH3:25])[C:23](=[O:26])[C:22]([C:27]2[CH:28]=[C:29]([CH3:33])[CH:30]=[CH:31][CH:32]=2)=[C:21]([C:34]2[CH:39]=[CH:38][N:37]=[C:36]([Cl:40])[CH:35]=2)[N:20]=1. Product: [Cl:40][C:36]1[CH:35]=[C:34]([C:21]2[N:20]=[C:19]([N:5]3[CH2:6][CH2:7][CH2:8][CH:4]3[CH2:3][O:2][CH3:1])[N:24]([CH3:25])[C:23](=[O:26])[C:22]=2[C:27]2[CH:28]=[C:29]([CH3:33])[CH:30]=[CH:31][CH:32]=2)[CH:39]=[CH:38][N:37]=1. The catalyst class is: 4. (6) Reactant: Br[CH2:2][C:3]([C:5]1[CH:10]=[CH:9][C:8]([S:11]([NH:14][C:15]([CH3:18])([CH3:17])[CH3:16])(=[O:13])=[O:12])=[CH:7][CH:6]=1)=O.[NH2:19][C:20]([NH2:22])=[S:21].C([O-])(O)=O.[Na+]. Product: [NH2:22][C:20]1[S:21][CH:2]=[C:3]([C:5]2[CH:10]=[CH:9][C:8]([S:11]([NH:14][C:15]([CH3:18])([CH3:17])[CH3:16])(=[O:13])=[O:12])=[CH:7][CH:6]=2)[N:19]=1. The catalyst class is: 14.